Task: Predict the reactants needed to synthesize the given product.. Dataset: Full USPTO retrosynthesis dataset with 1.9M reactions from patents (1976-2016) (1) The reactants are: [I:1][C:2]1[CH:7]=[CH:6][C:5]([NH:8][NH2:9])=[CH:4][CH:3]=1.[Cl:10][C:11]1[CH:18]=[CH:17][CH:16]=[C:15]([F:19])[C:12]=1[CH:13]=O. Given the product [Cl:10][C:11]1[CH:18]=[CH:17][CH:16]=[C:15]([F:19])[C:12]=1/[CH:13]=[N:9]/[NH:8][C:5]1[CH:6]=[CH:7][C:2]([I:1])=[CH:3][CH:4]=1, predict the reactants needed to synthesize it. (2) Given the product [N:12]1([C:5]2[C:4]3[C:9](=[CH:10][CH:11]=[C:2]([C:42]4[CH:43]=[C:44]([NH:48][S:49]([CH2:52][CH2:53][NH:54][C:55]([C:56]5[CH:57]=[CH:58][CH:59]=[CH:60][C:37]=5[C:36]([OH:39])=[O:38])=[O:64])(=[O:50])=[O:51])[CH:45]=[N:46][CH:47]=4)[CH:3]=3)[N:8]=[CH:7][N:6]=2)[CH2:17][CH2:16][O:15][CH2:14][CH2:13]1, predict the reactants needed to synthesize it. The reactants are: Br[C:2]1[CH:3]=[C:4]2[C:9](=[CH:10][CH:11]=1)[N:8]=[CH:7][N:6]=[C:5]2[N:12]1[CH2:17][CH2:16][O:15][CH2:14][CH2:13]1.B1(B2OC(C)(C)C(C)(C)O2)OC(C)(C)C(C)(C)O1.[C:36]([O-:39])(=[O:38])[CH3:37].[K+].Br[C:42]1[CH:43]=[C:44]([NH:48][S:49]([CH2:52][CH2:53][N:54]2C(=O)C3[C:56](=[CH:57][CH:58]=[CH:59][CH:60]=3)[C:55]2=[O:64])(=[O:51])=[O:50])[CH:45]=[N:46][CH:47]=1.C(=O)([O-])[O-].[K+].[K+].Cl. (3) Given the product [Cl:1][C:2]1[CH:7]=[C:6]([CH:5]=[CH:4][C:3]=1[NH:10][C:11]([C:13]1[CH:17]=[C:16]([C:18]2[CH:23]=[CH:22][C:21]([O:24][CH:25]([CH3:26])[CH3:27])=[C:20]([Cl:28])[CH:19]=2)[O:15][N:14]=1)=[O:12])[CH2:8][N:33]1[CH2:36][CH:35]([C:37]([OH:39])=[O:38])[CH2:34]1, predict the reactants needed to synthesize it. The reactants are: [Cl:1][C:2]1[CH:7]=[C:6]([CH:8]=O)[CH:5]=[CH:4][C:3]=1[NH:10][C:11]([C:13]1[CH:17]=[C:16]([C:18]2[CH:23]=[CH:22][C:21]([O:24][CH:25]([CH3:27])[CH3:26])=[C:20]([Cl:28])[CH:19]=2)[O:15][N:14]=1)=[O:12].CC(O)=O.[NH:33]1[CH2:36][CH:35]([C:37]([OH:39])=[O:38])[CH2:34]1.C([BH3-])#N.[Na+]. (4) Given the product [F:35][C:36]1[CH:41]=[CH:40][C:39]([CH2:42][C:43]([NH:12][C:9]2[S:10][CH:11]=[C:7]([C:4]3[CH:5]=[CH:6][N:1]=[CH:2][N:3]=3)[CH:8]=2)=[O:44])=[CH:38][CH:37]=1, predict the reactants needed to synthesize it. The reactants are: [N:1]1[CH:6]=[CH:5][C:4]([C:7]2[CH:8]=[C:9]([NH2:12])[S:10][CH:11]=2)=[N:3][CH:2]=1.Cl.C(N=C=NCCCN(C)C)C.ON1C2C=CC=CC=2N=N1.[F:35][C:36]1[CH:41]=[CH:40][C:39]([CH2:42][C:43](O)=[O:44])=[CH:38][CH:37]=1.C(N(CC)CC)C. (5) Given the product [CH3:1][N:2]1[CH2:15][CH2:14][C:5]2[N:6]([CH2:28][CH2:27][C:20]3[C:21]4[C:26](=[CH:25][CH:24]=[CH:23][CH:22]=4)[C:17]([CH3:16])=[N:18][CH:19]=3)[C:7]3[CH:8]=[CH:9][C:10]([CH3:13])=[CH:11][C:12]=3[C:4]=2[CH2:3]1, predict the reactants needed to synthesize it. The reactants are: [CH3:1][N:2]1[CH2:15][CH2:14][C:5]2[NH:6][C:7]3[CH:8]=[CH:9][C:10]([CH3:13])=[CH:11][C:12]=3[C:4]=2[CH2:3]1.[CH3:16][C:17]1[C:26]2[C:21](=[CH:22][CH:23]=[CH:24][CH:25]=2)[C:20]([CH:27]=[CH2:28])=[CH:19][N:18]=1.[OH-].[K+]. (6) Given the product [CH:7]1[C:16]2[C:11](=[CH:12][CH:13]=[CH:14][CH:15]=2)[CH:10]=[CH:9][C:8]=1[O:17][CH2:18][CH2:19][CH2:1][C:2]([NH2:6])=[O:3], predict the reactants needed to synthesize it. The reactants are: [CH3:1][C:2]1[O:3]CC[N:6]=1.[CH:7]1[C:16]2[C:11](=[CH:12][CH:13]=[CH:14][CH:15]=2)[CH:10]=[CH:9][C:8]=1[OH:17].[C:18](OCC)(=O)[CH3:19]. (7) Given the product [F:2][C:3]1[CH:4]=[CH:5][C:6]([CH2:9][CH2:10][N:11]2[CH2:16][CH2:15][N:14]([C:17]3[CH:22]=[CH:21][C:20]4[C:23]5[CH2:24][N:25]([CH3:34])[CH2:26][CH2:27][CH2:28][C:29]=5[O:30][C:19]=4[CH:18]=3)[C:13](=[O:31])[CH2:12]2)=[N:7][CH:8]=1, predict the reactants needed to synthesize it. The reactants are: Cl.[F:2][C:3]1[CH:4]=[CH:5][C:6]([CH2:9][CH2:10][N:11]2[CH2:16][CH2:15][N:14]([C:17]3[CH:22]=[CH:21][C:20]4[C:23]5[CH2:24][NH:25][CH2:26][CH2:27][CH2:28][C:29]=5[O:30][C:19]=4[CH:18]=3)[C:13](=[O:31])[CH2:12]2)=[N:7][CH:8]=1.C=O.[C:34](O[BH-](OC(=O)C)OC(=O)C)(=O)C.[Na+]. (8) Given the product [C:1]1([CH:7]([C:21]2[CH:22]=[CH:23][CH:24]=[CH:25][CH:26]=2)[C:8]([NH:10][C:11]2[C:12]([OH:20])=[N:13][C:14]([C:17]([NH:27][CH2:28][C:29]([O:31][CH3:32])=[O:30])=[O:18])=[N:15][CH:16]=2)=[O:9])[CH:2]=[CH:3][CH:4]=[CH:5][CH:6]=1, predict the reactants needed to synthesize it. The reactants are: [C:1]1([CH:7]([C:21]2[CH:26]=[CH:25][CH:24]=[CH:23][CH:22]=2)[C:8]([NH:10][C:11]2[C:12]([OH:20])=[N:13][C:14]([C:17](O)=[O:18])=[N:15][CH:16]=2)=[O:9])[CH:6]=[CH:5][CH:4]=[CH:3][CH:2]=1.[NH2:27][CH2:28][C:29]([O:31][CH3:32])=[O:30].CCN(C(C)C)C(C)C.CN(C(ON1N=NC2C=CC=CC1=2)=[N+](C)C)C.[B-](F)(F)(F)F. (9) Given the product [CH3:1][O:2][C:3](=[O:22])[C:4]1[CH:9]=[CH:8][CH:7]=[C:6]([S:10][C:11]2[C:19]3[C:14](=[CH:15][C:16]([Cl:20])=[CH:17][CH:18]=3)[N:13]([C:24]3[CH:29]=[N:28][C:27]([O:30][CH2:31][CH3:32])=[CH:26][CH:25]=3)[C:12]=2[CH3:21])[CH:5]=1, predict the reactants needed to synthesize it. The reactants are: [CH3:1][O:2][C:3](=[O:22])[C:4]1[CH:9]=[CH:8][CH:7]=[C:6]([S:10][C:11]2[C:19]3[C:14](=[CH:15][C:16]([Cl:20])=[CH:17][CH:18]=3)[NH:13][C:12]=2[CH3:21])[CH:5]=1.Br[C:24]1[CH:25]=[CH:26][C:27]([O:30][CH2:31][CH3:32])=[N:28][CH:29]=1. (10) The reactants are: [CH:1]1([C:4]2[C:5]([CH2:18][N:19]3[CH2:24][CH2:23][CH2:22][C@H:21]([O:25][C:26]4[CH:31]=[C:30]([Cl:32])[CH:29]=[C:28]([Cl:33])[CH:27]=4)[CH2:20]3)=[CH:6][C:7]([F:17])=[C:8]([CH:16]=2)[C:9]([O:11]C(C)(C)C)=[O:10])[CH2:3][CH2:2]1.C1(C2C(CN3CCC[C@@H](OC4C=C(Cl)C=C(Cl)C=4)C3)=CC(F)=C(C=2)C(OC(C)(C)C)=O)CC1. Given the product [CH:1]1([C:4]2[C:5]([CH2:18][N:19]3[CH2:24][CH2:23][CH2:22][C@@H:21]([O:25][C:26]4[CH:31]=[C:30]([Cl:32])[CH:29]=[C:28]([Cl:33])[CH:27]=4)[CH2:20]3)=[CH:6][C:7]([F:17])=[C:8]([CH:16]=2)[C:9]([OH:11])=[O:10])[CH2:3][CH2:2]1, predict the reactants needed to synthesize it.